This data is from Reaction yield outcomes from USPTO patents with 853,638 reactions. The task is: Predict the reaction yield, written as a fraction of the theoretical maximum amount of product (1.0 means a 100% yield; for example, 0.34 means a 34% yield). (1) The reactants are [CH3:1][N:2]1[C:6]2[C:7]([CH3:15])=[C:8]([C:11]([O:13]C)=[O:12])[CH:9]=[CH:10][C:5]=2[S:4][C:3]1=[O:16].[OH-].[Li+]. The catalyst is O1CCCC1.O. The product is [CH3:1][N:2]1[C:6]2[C:7]([CH3:15])=[C:8]([C:11]([OH:13])=[O:12])[CH:9]=[CH:10][C:5]=2[S:4][C:3]1=[O:16]. The yield is 0.830. (2) The reactants are [F:1][C:2]1[CH:3]=[C:4]([CH2:8][CH2:9][C:10]2[O:14][C:13]([C:15]3[CH:16]=[C:17]([NH:22][C:23]4[CH:28]=[CH:27][C:26]([O:29][CH3:30])=[CH:25][CH:24]=4)[C:18]([NH2:21])=[CH:19][CH:20]=3)=[N:12][N:11]=2)[CH:5]=[CH:6][CH:7]=1.Cl.C(O)(=O)C.[N:36]([O-])=O.[Na+]. The catalyst is C(OCC)(=O)C. The product is [F:1][C:2]1[CH:3]=[C:4]([CH2:8][CH2:9][C:10]2[O:14][C:13]([C:15]3[CH:20]=[CH:19][C:18]4[N:21]=[N:36][N:22]([C:23]5[CH:24]=[CH:25][C:26]([O:29][CH3:30])=[CH:27][CH:28]=5)[C:17]=4[CH:16]=3)=[N:12][N:11]=2)[CH:5]=[CH:6][CH:7]=1. The yield is 0.250. (3) The reactants are Br[C:2]1[C:10]2[O:9][CH:8]([CH2:11][O:12][S:13]([C:16]3[CH:21]=[CH:20][C:19]([CH3:22])=[CH:18][CH:17]=3)(=[O:15])=[O:14])[O:7][C:6]=2[CH:5]=[C:4]([Cl:23])[CH:3]=1.[F:24][C:25]1[CH:30]=[CH:29][C:28]([F:31])=[CH:27][C:26]=1B(O)O. No catalyst specified. The product is [F:24][C:25]1[CH:30]=[CH:29][C:28]([F:31])=[CH:27][C:26]=1[C:2]1[C:10]2[O:9][CH:8]([CH2:11][O:12][S:13]([C:16]3[CH:17]=[CH:18][C:19]([CH3:22])=[CH:20][CH:21]=3)(=[O:14])=[O:15])[O:7][C:6]=2[CH:5]=[C:4]([Cl:23])[CH:3]=1. The yield is 0.930. (4) The reactants are [H-].[Na+].[Si:3]([O:10][CH2:11][C@H:12]1[N:17]([C:18]([O:20][C:21]([CH3:24])([CH3:23])[CH3:22])=[O:19])[CH2:16][C@@H:15]([CH2:25][OH:26])[O:14][CH2:13]1)([C:6]([CH3:9])([CH3:8])[CH3:7])([CH3:5])[CH3:4].[F:27][C:28]1[CH:33]=[CH:32][CH:31]=[C:30]([N+:34]([O-:36])=[O:35])[C:29]=1F. The catalyst is CN(C=O)C. The product is [Si:3]([O:10][CH2:11][C@H:12]1[N:17]([C:18]([O:20][C:21]([CH3:24])([CH3:23])[CH3:22])=[O:19])[CH2:16][C@@H:15]([CH2:25][O:26][C:29]2[C:30]([N+:34]([O-:36])=[O:35])=[CH:31][CH:32]=[CH:33][C:28]=2[F:27])[O:14][CH2:13]1)([C:6]([CH3:9])([CH3:7])[CH3:8])([CH3:5])[CH3:4]. The yield is 0.730. (5) The reactants are O=[C:2]([C:24]1[S:25][CH:26]=[CH:27][CH:28]=1)[CH2:3][NH:4][C:5]([C:7]1[S:8][C:9]2[C:15]([N:16]3[CH2:21][CH2:20][O:19][CH2:18][CH2:17]3)=[CH:14][CH:13]=[C:12]([O:22][CH3:23])[C:10]=2[N:11]=1)=O.FC(F)(F)C([O-])=O.[NH4+:36]. The catalyst is O. The product is [CH3:23][O:22][C:12]1[C:10]2[N:11]=[C:7]([C:5]3[NH:4][CH:3]=[C:2]([C:24]4[S:25][CH:26]=[CH:27][CH:28]=4)[N:36]=3)[S:8][C:9]=2[C:15]([N:16]2[CH2:21][CH2:20][O:19][CH2:18][CH2:17]2)=[CH:14][CH:13]=1. The yield is 0.250. (6) The yield is 0.220. The catalyst is O1CCOCC1.O. The product is [CH2:1]([O:8][C:9]1[C:10](=[O:22])[N:11]([CH3:23])[C:12]([C:15]2[CH:20]=[CH:19][N:18]=[C:17]([Cl:21])[CH:16]=2)=[N:13][CH:14]=1)[C:2]1[CH:7]=[CH:6][CH:5]=[CH:4][CH:3]=1. The reactants are [CH2:1]([O:8][C:9]1[C:10]([OH:22])=[N:11][C:12]([C:15]2[CH:20]=[CH:19][N:18]=[C:17]([Cl:21])[CH:16]=2)=[N:13][CH:14]=1)[C:2]1[CH:7]=[CH:6][CH:5]=[CH:4][CH:3]=1.[C:23]([O-])([O-])=O.[Cs+].[Cs+].COS(OC)(=O)=O.CCOC(C)=O. (7) The reactants are [CH2:1]1[C:10]2[C:5](=[CH:6][CH:7]=[CH:8][CH:9]=2)[CH2:4][CH2:3][NH:2]1.C(N(CC)CC)C.[OH:18][C:19]1[C:28]2[N:27]=[CH:26][CH:25]=[CH:24][C:23]=2[C:22]([S:29](Cl)(=[O:31])=[O:30])=[CH:21][CH:20]=1.S(Cl)(Cl)(=O)=O. The catalyst is C(Cl)Cl. The product is [CH2:1]1[C:10]2[C:5](=[CH:6][CH:7]=[CH:8][CH:9]=2)[CH2:4][CH2:3][N:2]1[S:29]([C:22]1[CH:21]=[CH:20][C:19]([OH:18])=[C:28]2[C:23]=1[CH:24]=[CH:25][CH:26]=[N:27]2)(=[O:30])=[O:31]. The yield is 0.240. (8) The reactants are [H-].[Na+].[F:3][C:4]1[CH:9]=[CH:8][CH:7]=[CH:6][C:5]=1[OH:10].Cl[C:12]1[CH:21]=[CH:20][C:19]2[C:14](=[C:15]([C:22]3[NH:30][C:29]4[CH2:28][CH2:27][NH:26][C:25](=[O:31])[C:24]=4[CH:23]=3)[CH:16]=[CH:17][CH:18]=2)[N:13]=1.C(O)(C(F)(F)F)=O. The catalyst is CN(C=O)C.CS(C)=O. The product is [F:3][C:4]1[CH:9]=[CH:8][CH:7]=[CH:6][C:5]=1[O:10][C:12]1[CH:21]=[CH:20][C:19]2[C:14](=[C:15]([C:22]3[NH:30][C:29]4[CH2:28][CH2:27][NH:26][C:25](=[O:31])[C:24]=4[CH:23]=3)[CH:16]=[CH:17][CH:18]=2)[N:13]=1. The yield is 0.380.